Dataset: Full USPTO retrosynthesis dataset with 1.9M reactions from patents (1976-2016). Task: Predict the reactants needed to synthesize the given product. (1) Given the product [CH:1]([C:4]1[CH:5]=[CH:6][C:7]([CH:10]2[C:14]3[CH:15]=[C:16]([O:19][CH2:28][C:27]4[CH:30]=[CH:31][C:24]([O:23][CH3:22])=[CH:25][CH:26]=4)[CH:17]=[CH:18][C:13]=3[O:12][C:11]2([CH3:21])[CH3:20])=[CH:8][CH:9]=1)([CH3:3])[CH3:2], predict the reactants needed to synthesize it. The reactants are: [CH:1]([C:4]1[CH:9]=[CH:8][C:7]([CH:10]2[C:14]3[CH:15]=[C:16]([OH:19])[CH:17]=[CH:18][C:13]=3[O:12][C:11]2([CH3:21])[CH3:20])=[CH:6][CH:5]=1)([CH3:3])[CH3:2].[CH3:22][O:23][C:24]1[CH:31]=[CH:30][C:27]([CH2:28]Cl)=[CH:26][CH:25]=1. (2) Given the product [CH3:1][C:2]1[CH:7]=[CH:6][N:5]2[C:8]([C:18]3[CH:23]=[CH:22][N:21]=[C:20]([C:24]4[CH:25]=[CH:26][C:27]([CH2:30][N:32]5[CH2:37][CH2:36][O:35][CH2:34][CH2:33]5)=[CH:28][CH:29]=4)[CH:19]=3)=[C:9]([C:11]3[CH:16]=[CH:15][CH:14]=[C:13]([CH3:17])[N:12]=3)[N:10]=[C:4]2[CH:3]=1, predict the reactants needed to synthesize it. The reactants are: [CH3:1][C:2]1[CH:7]=[CH:6][N:5]2[C:8]([C:18]3[CH:23]=[CH:22][N:21]=[C:20]([C:24]4[CH:29]=[CH:28][C:27]([CH:30]=O)=[CH:26][CH:25]=4)[CH:19]=3)=[C:9]([C:11]3[CH:16]=[CH:15][CH:14]=[C:13]([CH3:17])[N:12]=3)[N:10]=[C:4]2[CH:3]=1.[NH:32]1[CH2:37][CH2:36][O:35][CH2:34][CH2:33]1. (3) Given the product [CH2:1]([O:3][C:4]([C@@H:6]1[CH2:10][S:9][C:8]([C:11]2[NH:12][C:13]3[C:18]([CH:19]=2)=[CH:17][C:16]([CH3:20])=[CH:15][C:14]=3[NH2:21])=[N:7]1)=[O:5])[CH3:2], predict the reactants needed to synthesize it. The reactants are: [CH2:1]([O:3][C:4]([C@@H:6]1[CH2:10][S:9][C:8]([C:11]2[NH:12][C:13]3[C:18]([CH:19]=2)=[CH:17][C:16]([CH3:20])=[CH:15][C:14]=3[N+:21]([O-])=O)=[N:7]1)=[O:5])[CH3:2].[Cl-].[NH4+]. (4) The reactants are: Cl.[O:2]1[C@:14]2([CH3:20])[C@@:15]34[CH2:17][CH2:18][NH:19][C@@H:9]([C@:10]3([O:22][CH2:23][CH3:24])[CH2:11][CH2:12][C:13]2=[O:21])[CH2:8][C:7]2=[C:16]4[C:3]1=[C:4]([O:25][CH3:26])[CH:5]=[CH:6]2.C(=O)([O-])[O-].[K+].[K+].[C:33]1([CH2:39][CH2:40]Br)[CH:38]=[CH:37][CH:36]=[CH:35][CH:34]=1.CN(C)C=O. Given the product [O:2]1[C@:14]2([CH3:20])[C@@:15]34[CH2:17][CH2:18][N:19]([CH2:40][CH2:39][C:33]5[CH:38]=[CH:37][CH:36]=[CH:35][CH:34]=5)[C@@H:9]([C@:10]3([O:22][CH2:23][CH3:24])[CH2:11][CH2:12][C:13]2=[O:21])[CH2:8][C:7]2=[C:16]4[C:3]1=[C:4]([O:25][CH3:26])[CH:5]=[CH:6]2, predict the reactants needed to synthesize it. (5) The reactants are: CC(OC([N:8]1[CH2:13][CH2:12][C:11](=[C:14]([C:28]2[CH:33]=[CH:32][CH:31]=[CH:30][C:29]=2[NH2:34])[C:15]2[CH:20]=[CH:19][C:18]([C:21]([N:23]([CH2:26][CH3:27])[CH2:24][CH3:25])=[O:22])=[CH:17][CH:16]=2)[CH2:10][CH2:9]1)=O)(C)C.C(N(CC)CC)C.[C:42](Cl)(=[O:49])[C:43]1[CH:48]=[CH:47][CH:46]=[CH:45][CH:44]=1.C(O)(C(F)(F)F)=O. Given the product [C:42]([NH:34][C:29]1[CH:30]=[CH:31][CH:32]=[CH:33][C:28]=1[C:14](=[C:11]1[CH2:10][CH2:9][NH:8][CH2:13][CH2:12]1)[C:15]1[CH:16]=[CH:17][C:18]([C:21]([N:23]([CH2:24][CH3:25])[CH2:26][CH3:27])=[O:22])=[CH:19][CH:20]=1)(=[O:49])[C:43]1[CH:48]=[CH:47][CH:46]=[CH:45][CH:44]=1, predict the reactants needed to synthesize it. (6) The reactants are: [Br:1][C:2]1[C:10]([CH3:11])=[CH:9][CH:8]=[CH:7][C:3]=1[C:4]([OH:6])=[O:5].[C:12]1(C)C=CC(S(O)(=O)=O)=CC=1. Given the product [Br:1][C:2]1[C:10]([CH3:11])=[CH:9][CH:8]=[CH:7][C:3]=1[C:4]([O:6][CH3:12])=[O:5], predict the reactants needed to synthesize it. (7) Given the product [CH:28]1([C@@H:34]([NH:36][C:19]([C:5]2[C:4]3[C:9](=[CH:10][CH:11]=[C:2]([F:1])[CH:3]=3)[N:8]=[C:7]([C:12]3[CH:17]=[CH:16][CH:15]=[CH:14][CH:13]=3)[C:6]=2[CH3:18])=[O:20])[CH3:35])[CH2:33][CH2:32][CH2:31][CH2:30][CH2:29]1, predict the reactants needed to synthesize it. The reactants are: [F:1][C:2]1[CH:3]=[C:4]2[C:9](=[CH:10][CH:11]=1)[N:8]=[C:7]([C:12]1[CH:17]=[CH:16][CH:15]=[CH:14][CH:13]=1)[C:6]([CH3:18])=[C:5]2[C:19](O)=[O:20].C(Cl)(=O)C(Cl)=O.[CH:28]1([C@@H:34]([NH2:36])[CH3:35])[CH2:33][CH2:32][CH2:31][CH2:30][CH2:29]1.C([O-])([O-])=O.[K+].[K+].